Dataset: Peptide-MHC class I binding affinity with 185,985 pairs from IEDB/IMGT. Task: Regression. Given a peptide amino acid sequence and an MHC pseudo amino acid sequence, predict their binding affinity value. This is MHC class I binding data. (1) The peptide sequence is YAEGDVVVF. The MHC is HLA-B57:01 with pseudo-sequence HLA-B57:01. The binding affinity (normalized) is 0.0847. (2) The peptide sequence is DYDDVVHEV. The binding affinity (normalized) is 0.0847. The MHC is HLA-A25:01 with pseudo-sequence HLA-A25:01. (3) The peptide sequence is ALPPVAPV. The MHC is HLA-A02:01 with pseudo-sequence HLA-A02:01. The binding affinity (normalized) is 0.503. (4) The binding affinity (normalized) is 0.00147. The MHC is HLA-A68:01 with pseudo-sequence HLA-A68:01. The peptide sequence is SFFQEIPVFL. (5) The peptide sequence is EIKDRILSY. The MHC is HLA-A68:01 with pseudo-sequence HLA-A68:01. The binding affinity (normalized) is 0.329. (6) The peptide sequence is ELKRQLADL. The MHC is HLA-A02:12 with pseudo-sequence HLA-A02:12. The binding affinity (normalized) is 0.0847.